This data is from Reaction yield outcomes from USPTO patents with 853,638 reactions. The task is: Predict the reaction yield, written as a fraction of the theoretical maximum amount of product (1.0 means a 100% yield; for example, 0.34 means a 34% yield). (1) The reactants are [NH2:1][C:2]12[C:20](=[O:21])[C:19]3[C:14](=[CH:15][CH:16]=[CH:17][C:18]=3[N+:22]([O-:24])=[O:23])[C:3]1([OH:25])[O:4][C:5]1[CH:10]=[C:9]([CH:11]([CH3:13])[CH3:12])[CH:8]=[CH:7][C:6]=12.CCN=C=NCCCN(C)C.C1C=CC2N(O)N=NC=2C=1.[CH3:47][CH:48]([CH3:55])[CH2:49][C:50](=[O:54])[C:51](O)=[O:52]. The product is [OH:21][C:20]12[C:19]3[C:14](=[CH:15][CH:16]=[CH:17][C:18]=3[N+:22]([O-:24])=[O:23])[C:3](=[O:25])[C:2]1([NH:1][C:51](=[O:52])[C:50](=[O:54])[CH2:49][CH:48]([CH3:55])[CH3:47])[C:6]1[CH:7]=[CH:8][C:9]([CH:11]([CH3:13])[CH3:12])=[CH:10][C:5]=1[O:4]2. The catalyst is C(Cl)Cl. The yield is 0.160. (2) The reactants are C([NH:8][C:9]1[C:14]([CH3:15])=[CH:13][C:12]([O:16][CH3:17])=[C:11]([CH2:18][C:19]2[CH:24]=[CH:23][C:22]([CH:25]([CH3:27])[CH3:26])=[CH:21][CH:20]=2)[C:10]=1[CH3:28])C1C=CC=CC=1. The catalyst is C(OCC)(=O)C.CCCCCC. The product is [CH:25]([C:22]1[CH:23]=[CH:24][C:19]([CH2:18][C:11]2[C:10]([CH3:28])=[C:9]([NH2:8])[C:14]([CH3:15])=[CH:13][C:12]=2[O:16][CH3:17])=[CH:20][CH:21]=1)([CH3:27])[CH3:26]. The yield is 0.860.